This data is from Merck oncology drug combination screen with 23,052 pairs across 39 cell lines. The task is: Regression. Given two drug SMILES strings and cell line genomic features, predict the synergy score measuring deviation from expected non-interaction effect. (1) Drug 1: O=P1(N(CCCl)CCCl)NCCCO1. Drug 2: Cc1nc(Nc2ncc(C(=O)Nc3c(C)cccc3Cl)s2)cc(N2CCN(CCO)CC2)n1. Cell line: NCIH2122. Synergy scores: synergy=-48.4. (2) Drug 1: O=S1(=O)NC2(CN1CC(F)(F)F)C1CCC2Cc2cc(C=CCN3CCC(C(F)(F)F)CC3)ccc2C1. Drug 2: CNC(=O)c1cc(Oc2ccc(NC(=O)Nc3ccc(Cl)c(C(F)(F)F)c3)cc2)ccn1. Cell line: HT29. Synergy scores: synergy=3.19. (3) Drug 1: Cn1nnc2c(C(N)=O)ncn2c1=O. Drug 2: C#Cc1cccc(Nc2ncnc3cc(OCCOC)c(OCCOC)cc23)c1. Cell line: EFM192B. Synergy scores: synergy=-18.3. (4) Drug 1: CN1C(=O)C=CC2(C)C3CCC4(C)C(NC(=O)OCC(F)(F)F)CCC4C3CCC12. Drug 2: CCc1cnn2c(NCc3ccc[n+]([O-])c3)cc(N3CCCCC3CCO)nc12. Cell line: PA1. Synergy scores: synergy=5.45. (5) Drug 1: O=S1(=O)NC2(CN1CC(F)(F)F)C1CCC2Cc2cc(C=CCN3CCC(C(F)(F)F)CC3)ccc2C1. Drug 2: COc1cccc2c1C(=O)c1c(O)c3c(c(O)c1C2=O)CC(O)(C(=O)CO)CC3OC1CC(N)C(O)C(C)O1. Cell line: ES2. Synergy scores: synergy=-4.02. (6) Drug 1: C#Cc1cccc(Nc2ncnc3cc(OCCOC)c(OCCOC)cc23)c1. Drug 2: COC1CC2CCC(C)C(O)(O2)C(=O)C(=O)N2CCCCC2C(=O)OC(C(C)CC2CCC(OP(C)(C)=O)C(OC)C2)CC(=O)C(C)C=C(C)C(O)C(OC)C(=O)C(C)CC(C)C=CC=CC=C1C. Cell line: OV90. Synergy scores: synergy=42.8. (7) Synergy scores: synergy=-9.60. Cell line: ZR751. Drug 2: COc1cccc2c1C(=O)c1c(O)c3c(c(O)c1C2=O)CC(O)(C(=O)CO)CC3OC1CC(N)C(O)C(C)O1. Drug 1: O=S1(=O)NC2(CN1CC(F)(F)F)C1CCC2Cc2cc(C=CCN3CCC(C(F)(F)F)CC3)ccc2C1. (8) Drug 1: CCN(CC)CCNC(=O)c1c(C)[nH]c(C=C2C(=O)Nc3ccc(F)cc32)c1C. Drug 2: COC1CC2CCC(C)C(O)(O2)C(=O)C(=O)N2CCCCC2C(=O)OC(C(C)CC2CCC(OP(C)(C)=O)C(OC)C2)CC(=O)C(C)C=C(C)C(O)C(OC)C(=O)C(C)CC(C)C=CC=CC=C1C. Cell line: LOVO. Synergy scores: synergy=21.2. (9) Drug 1: CCC1(O)CC2CN(CCc3c([nH]c4ccccc34)C(C(=O)OC)(c3cc4c(cc3OC)N(C)C3C(O)(C(=O)OC)C(OC(C)=O)C5(CC)C=CCN6CCC43C65)C2)C1. Drug 2: C=CCn1c(=O)c2cnc(Nc3ccc(N4CCN(C)CC4)cc3)nc2n1-c1cccc(C(C)(C)O)n1. Cell line: UWB1289BRCA1. Synergy scores: synergy=6.39. (10) Drug 1: N#Cc1ccc(Cn2cncc2CN2CCN(c3cccc(Cl)c3)C(=O)C2)cc1. Drug 2: CS(=O)(=O)CCNCc1ccc(-c2ccc3ncnc(Nc4ccc(OCc5cccc(F)c5)c(Cl)c4)c3c2)o1. Cell line: SKMEL30. Synergy scores: synergy=19.9.